From a dataset of CYP3A4 substrate classification data from Carbon-Mangels et al.. Regression/Classification. Given a drug SMILES string, predict its absorption, distribution, metabolism, or excretion properties. Task type varies by dataset: regression for continuous measurements (e.g., permeability, clearance, half-life) or binary classification for categorical outcomes (e.g., BBB penetration, CYP inhibition). Dataset: cyp3a4_substrate_carbonmangels. (1) The molecule is Cc1cc(=O)n(-c2ccccc2)n1C. The result is 1 (substrate). (2) The molecule is COCCOC(=O)C1=C(C)NC(C)=C(C(=O)OC/C=C/c2ccccc2)[C@H]1c1cccc([N+](=O)[O-])c1. The result is 1 (substrate). (3) The molecule is CCOC(=O)Nc1ccc2c(c1)N(C(=O)CCN1CCOCC1)c1ccccc1S2. The result is 0 (non-substrate). (4) The compound is CN1C(C(=O)Nc2ccccn2)=C(O)c2sccc2S1(=O)=O. The result is 0 (non-substrate). (5) The molecule is CCCc1nn(C)c2c(=O)nc(-c3cc(S(=O)(=O)N4CCN(C)CC4)ccc3OCC)[nH]c12. The result is 1 (substrate). (6) The compound is Cc1ccccc1-n1c(C)nc2ccccc2c1=O. The result is 1 (substrate).